The task is: Predict the reactants needed to synthesize the given product.. This data is from Full USPTO retrosynthesis dataset with 1.9M reactions from patents (1976-2016). Given the product [F:33][C:2]([F:1])([F:34])[C:3]1[CH:32]=[CH:31][C:6]([CH2:7][N:8]2[CH:13]([C:14]([NH:16][C@H:17]([C:19]3[CH:28]=[CH:27][C:22]([C:23]([OH:25])=[O:24])=[CH:21][CH:20]=3)[CH3:18])=[O:15])[CH:12]3[CH2:11][CH2:10][CH:9]2[CH2:30][CH2:29]3)=[CH:5][CH:4]=1, predict the reactants needed to synthesize it. The reactants are: [F:1][C:2]([F:34])([F:33])[C:3]1[CH:32]=[CH:31][C:6]([CH2:7][N:8]2[CH:13]([C:14]([NH:16][C@H:17]([C:19]3[CH:28]=[CH:27][C:22]([C:23]([O:25]C)=[O:24])=[CH:21][CH:20]=3)[CH3:18])=[O:15])[CH:12]3[CH2:29][CH2:30][CH:9]2[CH2:10][CH2:11]3)=[CH:5][CH:4]=1.O[Li].O.